The task is: Predict the product of the given reaction.. This data is from Forward reaction prediction with 1.9M reactions from USPTO patents (1976-2016). (1) The product is: [NH2:30][CH:26]1[CH2:27][CH2:28][CH2:29][N:24]([C:21]2[N:20]=[CH:19][C:18]([NH:17][C:5]3[C:4]4[C:9](=[CH:10][CH:11]=[C:2]([C:43]5[CH:42]=[C:41]([F:54])[C:40]([OH:55])=[C:39]([Cl:38])[CH:44]=5)[CH:3]=4)[N:8]=[CH:7][C:6]=3[C:12]([CH:14]3[CH2:16][CH2:15]3)=[O:13])=[CH:23][N:22]=2)[CH2:25]1. Given the reactants Br[C:2]1[CH:3]=[C:4]2[C:9](=[CH:10][CH:11]=1)[N:8]=[CH:7][C:6]([C:12]([CH:14]1[CH2:16][CH2:15]1)=[O:13])=[C:5]2[NH:17][C:18]1[CH:19]=[N:20][C:21]([N:24]2[CH2:29][CH2:28][CH2:27][CH:26]([NH:30]C(=O)OC(C)(C)C)[CH2:25]2)=[N:22][CH:23]=1.[Cl:38][C:39]1[CH:44]=[C:43](B2OC(C)(C)C(C)(C)O2)[CH:42]=[C:41]([F:54])[C:40]=1[OH:55], predict the reaction product. (2) The product is: [CH3:1][O:2][C:3]([C:5]1[CH:6]=[C:7]2[C:11](=[CH:12][CH:13]=1)[NH:10][CH:9]=[C:8]2[C:22](=[O:23])[CH2:21][CH2:20][CH2:19][CH2:18][C:17]([O:16][CH3:15])=[O:25])=[O:4]. Given the reactants [CH3:1][O:2][C:3]([C:5]1[CH:6]=[C:7]2[C:11](=[CH:12][CH:13]=1)[NH:10][CH:9]=[CH:8]2)=[O:4].[Cl-].[CH3:15][O:16][C:17](=[O:25])[CH2:18][CH2:19][CH2:20][CH2:21][C:22](O)=[O:23], predict the reaction product. (3) Given the reactants [Cl:1][C:2]1[CH:9]=[C:8]([F:10])[CH:7]=[CH:6][C:3]=1[CH2:4]Br.[CH2:11]([O:13][C:14](=[O:35])[C:15]1[CH:20]=[CH:19][N:18]=[C:17]([N:21]2[C:25]([CH3:26])=[CH:24][CH:23]=[C:22]2[C:27]2[CH:32]=[C:31]([Cl:33])[CH:30]=[CH:29][C:28]=2[OH:34])[CH:16]=1)[CH3:12].C([O-])([O-])=O.[K+].[K+], predict the reaction product. The product is: [CH2:11]([O:13][C:14](=[O:35])[C:15]1[CH:20]=[CH:19][N:18]=[C:17]([N:21]2[C:25]([CH3:26])=[CH:24][CH:23]=[C:22]2[C:27]2[CH:32]=[C:31]([Cl:33])[CH:30]=[CH:29][C:28]=2[O:34][CH2:4][C:3]2[CH:6]=[CH:7][C:8]([F:10])=[CH:9][C:2]=2[Cl:1])[CH:16]=1)[CH3:12]. (4) Given the reactants [F:1][C:2]([F:38])([F:37])[C:3]1[CH:4]=[C:5]([C@H:13]2[O:17][C:16](=[O:18])[N:15]([CH2:19][C:20]3[CH:25]=[C:24]([C:26]([F:29])([F:28])[F:27])[CH:23]=[CH:22][C:21]=3[C:30](=O)[CH:31](Br)[CH2:32][CH3:33])[C@H:14]2[CH3:36])[CH:6]=[C:7]([C:9]([F:12])([F:11])[F:10])[CH:8]=1.[NH2:39][C:40]([C:42]1[CH:51]=[CH:50][C:45]([C:46]([O:48][CH3:49])=[O:47])=[CH:44][C:43]=1[CH3:52])=[S:41], predict the reaction product. The product is: [F:38][C:2]([F:1])([F:37])[C:3]1[CH:4]=[C:5]([C@H:13]2[O:17][C:16](=[O:18])[N:15]([CH2:19][C:20]3[CH:25]=[C:24]([C:26]([F:27])([F:28])[F:29])[CH:23]=[CH:22][C:21]=3[C:30]3[N:39]=[C:40]([C:42]4[CH:51]=[CH:50][C:45]([C:46]([O:48][CH3:49])=[O:47])=[CH:44][C:43]=4[CH3:52])[S:41][C:31]=3[CH2:32][CH3:33])[C@H:14]2[CH3:36])[CH:6]=[C:7]([C:9]([F:10])([F:12])[F:11])[CH:8]=1. (5) The product is: [Br:9][C:3]1[C:4](=[O:6])[N:41]([CH2:40][CH2:39][O:38][CH2:37][CH2:36][O:35][CH2:34][CH2:33][NH:32][C:30](=[O:31])[CH2:29][CH2:28][CH2:27][CH2:26][CH:23]2[CH:21]3[NH:22][C:18](=[O:17])[NH:19][CH:20]3[CH2:25][S:24]2)[C:7](=[O:8])[C:2]=1[Br:1]. Given the reactants [Br:1][C:2]1=[C:3]([Br:9])[C:4]([O:6][C:7]1=[O:8])=O.FC(F)(F)C([O-])=O.[O:17]=[C:18]1[NH:22][CH:21]2[CH:23]([CH2:26][CH2:27][CH2:28][CH2:29][C:30]([NH:32][CH2:33][CH2:34][O:35][CH2:36][CH2:37][O:38][CH2:39][CH2:40][NH3+:41])=[O:31])[S:24][CH2:25][CH:20]2[NH:19]1.C1(C)C=CC=CC=1.CO.C(Cl)Cl, predict the reaction product. (6) Given the reactants [CH3:1][C:2]1[NH:3][C:4]2[C:9]([CH:10]=1)=[CH:8][C:7]([CH:11]=O)=[CH:6][CH:5]=2.[Cl-].[CH2:14]([O:16][CH:17]([P+](C1C=CC=CC=1)(C1C=CC=CC=1)C1C=CC=CC=1)[C:18]([O:20][CH2:21][CH3:22])=[O:19])[CH3:15].CN(C)C(=N)N(C)C, predict the reaction product. The product is: [CH2:21]([O:20][C:18](=[O:19])/[C:17](/[O:16][CH2:14][CH3:15])=[CH:11]/[C:7]1[CH:8]=[C:9]2[C:4](=[CH:5][CH:6]=1)[NH:3][C:2]([CH3:1])=[CH:10]2)[CH3:22]. (7) Given the reactants [NH2:1]/[C:2](=[N:16]\[OH:17])/[C@H:3]1[CH2:7][CH2:6][C@H:5]([NH:8][C:9](=[O:15])[O:10][C:11]([CH3:14])([CH3:13])[CH3:12])[CH2:4]1.[C:18]([O-])(=O)[CH3:19].[Na+], predict the reaction product. The product is: [C:18]1([C:19]2[O:17][N:16]=[C:2]([C@H:3]3[CH2:7][CH2:6][C@H:5]([NH:8][C:9](=[O:15])[O:10][C:11]([CH3:12])([CH3:13])[CH3:14])[CH2:4]3)[N:1]=2)[CH:6]=[CH:7][CH:3]=[CH:4][CH:5]=1. (8) Given the reactants FC1C=[C:22]([C@H:23]2CCCN2C2C=CN3[N:20]=[CH:21][C:22]([C:23](O)=O)=C3N=2)[C:21](C)=[N:20]C=1.[CH2:26]([C:28]1[C:33]([C@H:34]2[CH2:38][CH2:37][CH2:36][N:35]2[C:39]2[CH:44]=[CH:43][N:42]3[N:45]=[CH:46][C:47]([C:48](O)=[O:49])=[C:41]3[N:40]=2)=[CH:32][C:31]([F:51])=[CH:30][N:29]=1)[CH3:27].CCN=C=NCCCN(C)C.C1C=CC2N(O)N=NC=2C=1, predict the reaction product. The product is: [CH:21]1([NH:20][C:48]([C:47]2[CH:46]=[N:45][N:42]3[CH:43]=[CH:44][C:39]([N:35]4[CH2:36][CH2:37][CH2:38][CH:34]4[C:33]4[C:28]([CH2:26][CH3:27])=[N:29][CH:30]=[C:31]([F:51])[CH:32]=4)=[N:40][C:41]=23)=[O:49])[CH2:22][CH2:23]1. (9) Given the reactants [Br:1][C:2]1[CH:12]=[C:11]([F:13])[CH:10]=[CH:9][C:3]=1[O:4][CH2:5][C:6]([OH:8])=O.[CH:14]([NH:17][NH:18][C:19](=[O:26])[C:20]1[CH:25]=[CH:24][CH:23]=[CH:22][CH:21]=1)([CH3:16])[CH3:15].C(N(C(C)C)CC)(C)C.F[P-](F)(F)(F)(F)F.Br[P+](N1CCCC1)(N1CCCC1)N1CCCC1, predict the reaction product. The product is: [Br:1][C:2]1[CH:12]=[C:11]([F:13])[CH:10]=[CH:9][C:3]=1[O:4][CH2:5][C:6]([N:17]([CH:14]([CH3:16])[CH3:15])[NH:18][C:19](=[O:26])[C:20]1[CH:25]=[CH:24][CH:23]=[CH:22][CH:21]=1)=[O:8].